From a dataset of Full USPTO retrosynthesis dataset with 1.9M reactions from patents (1976-2016). Predict the reactants needed to synthesize the given product. (1) Given the product [C:1]([O:5][C:6](=[O:32])[NH:7][C:8]1[CH:13]=[CH:12][CH:11]=[C:10]([O:14][C:15]2[CH:20]=[CH:19][C:18]([C:21](=[O:30])[NH:22][C:23]3[CH:28]=[CH:27][CH:26]=[C:25]([Br:29])[CH:24]=3)=[CH:17][C:16]=2[NH:31][C:46]2[C:35]3[CH:40]=[CH:39][C:38]([CH3:41])=[N:37][C:36]=3[N:42]=[CH:43][N:44]=2)[CH:9]=1)([CH3:4])([CH3:2])[CH3:3], predict the reactants needed to synthesize it. The reactants are: [C:1]([O:5][C:6](=[O:32])[NH:7][C:8]1[CH:13]=[CH:12][CH:11]=[C:10]([O:14][C:15]2[CH:20]=[CH:19][C:18]([C:21](=[O:30])[NH:22][C:23]3[CH:28]=[CH:27][CH:26]=[C:25]([Br:29])[CH:24]=3)=[CH:17][C:16]=2[NH2:31])[CH:9]=1)([CH3:4])([CH3:3])[CH3:2].C([C:35]1[C:36]([N:42]=[CH:43][N:44]([CH3:46])C)=[N:37][C:38]([CH3:41])=[CH:39][CH:40]=1)#N.C(OC(=O)NC1C=CC=C(SC2C=CC(C(=O)NC3C=CC=C(Br)C=3)=CC=2N)C=1)(C)(C)C. (2) Given the product [Br:19][C:20]1[N:25]=[C:24]([C@:26]([NH:28][S@@:29]([C:31]([CH3:33])([CH3:34])[CH3:32])=[O:30])([CH3:27])[CH2:14][C:13]([O:16][CH2:17][CH3:18])=[O:15])[C:23]([F:35])=[C:22]([Si:36]([CH2:41][CH3:42])([CH2:37][CH3:38])[CH2:39][CH3:40])[CH:21]=1, predict the reactants needed to synthesize it. The reactants are: C([N-]C(C)C)(C)C.C([Li])CCC.[C:13]([O:16][CH2:17][CH3:18])(=[O:15])[CH3:14].[Br:19][C:20]1[N:25]=[C:24](/[C:26](=[N:28]/[S@@:29]([C:31]([CH3:34])([CH3:33])[CH3:32])=[O:30])/[CH3:27])[C:23]([F:35])=[C:22]([Si:36]([CH2:41][CH3:42])([CH2:39][CH3:40])[CH2:37][CH3:38])[CH:21]=1. (3) Given the product [CH3:22][N:21]([CH3:23])[CH2:20][CH2:19][N:17]([CH3:18])[C:15](=[O:16])[C:14]1[CH:24]=[CH:25][C:11]([NH:10][C:9]([NH:8][C:5]2[CH:6]=[CH:7][C:2]([B:27]3[O:31][C:30]([CH3:33])([CH3:32])[C:29]([CH3:35])([CH3:34])[O:28]3)=[CH:3][CH:4]=2)=[O:26])=[CH:12][CH:13]=1, predict the reactants needed to synthesize it. The reactants are: Br[C:2]1[CH:7]=[CH:6][C:5]([NH:8][C:9](=[O:26])[NH:10][C:11]2[CH:25]=[CH:24][C:14]([C:15]([N:17]([CH2:19][CH2:20][N:21]([CH3:23])[CH3:22])[CH3:18])=[O:16])=[CH:13][CH:12]=2)=[CH:4][CH:3]=1.[B:27]1([B:27]2[O:31][C:30]([CH3:33])([CH3:32])[C:29]([CH3:35])([CH3:34])[O:28]2)[O:31][C:30]([CH3:33])([CH3:32])[C:29]([CH3:35])([CH3:34])[O:28]1.CC([O-])=O.[K+].C(Cl)Cl. (4) Given the product [C:30]1([C:33]2[CH:34]=[CH:35][CH:36]=[CH:37][CH:38]=2)[CH:29]=[CH:28][C:27]([N:24]2[CH:25]=[CH:26][N:22]([CH:11]([C:12]([NH:14][C@H:15]([CH2:20][OH:21])[C:16]([CH3:17])([CH3:19])[CH3:18])=[O:13])[CH2:10][C:9]([OH:39])=[O:8])[CH2:23]2)=[CH:32][CH:31]=1, predict the reactants needed to synthesize it. The reactants are: C([O:8][C:9](=[O:39])[CH2:10][CH:11]([N:22]1[CH:26]=[CH:25][N:24]([C:27]2[CH:32]=[CH:31][C:30]([C:33]3[CH:38]=[CH:37][CH:36]=[CH:35][CH:34]=3)=[CH:29][CH:28]=2)[CH2:23]1)[C:12]([NH:14][C@H:15]([CH2:20][OH:21])[C:16]([CH3:19])([CH3:18])[CH3:17])=[O:13])C1C=CC=CC=1. (5) Given the product [CH:14]1([NH:17][C:2]2[C:7]([CH:8]=[S:9])=[CH:6][N:5]=[C:4]([CH3:13])[N:3]=2)[CH2:16][CH2:15]1, predict the reactants needed to synthesize it. The reactants are: Cl[C:2]1[C:7]([C:8](OCC)=[S:9])=[CH:6][N:5]=[C:4]([CH3:13])[N:3]=1.[CH:14]1([NH2:17])[CH2:16][CH2:15]1. (6) Given the product [CH3:58][C:9]1[CH:8]=[C:7]([C:4]#[C:3][C@@H:2]([OH:5])[CH3:1])[N:12]=[C:11]2[N:13]([C@@H:19]3[C:27]4[C:22](=[CH:23][C:24]([C:28]5[CH:33]=[CH:32][CH:31]=[CH:30][C:29]=5[C:34]5[N:38]([C:39]([C:40]6[CH:45]=[CH:44][CH:43]=[CH:42][CH:41]=6)([C:52]6[CH:53]=[CH:54][CH:55]=[CH:56][CH:57]=6)[C:46]6[CH:47]=[CH:48][CH:49]=[CH:50][CH:51]=6)[N:37]=[N:36][N:35]=5)=[CH:25][CH:26]=4)[CH2:21][CH2:20]3)[C:14]([CH2:16][CH2:17][CH3:18])=[N:15][C:10]=12, predict the reactants needed to synthesize it. The reactants are: [CH3:1][C@@H:2]([OH:5])[C:3]#[CH:4].Br[C:7]1[N:12]=[C:11]2[N:13]([C@@H:19]3[C:27]4[C:22](=[CH:23][C:24]([C:28]5[CH:33]=[CH:32][CH:31]=[CH:30][C:29]=5[C:34]5[N:38]([C:39]([C:52]6[CH:57]=[CH:56][CH:55]=[CH:54][CH:53]=6)([C:46]6[CH:51]=[CH:50][CH:49]=[CH:48][CH:47]=6)[C:40]6[CH:45]=[CH:44][CH:43]=[CH:42][CH:41]=6)[N:37]=[N:36][N:35]=5)=[CH:25][CH:26]=4)[CH2:21][CH2:20]3)[C:14]([CH2:16][CH2:17][CH3:18])=[N:15][C:10]2=[C:9]([CH3:58])[CH:8]=1.